Task: Predict the product of the given reaction.. Dataset: Forward reaction prediction with 1.9M reactions from USPTO patents (1976-2016) (1) Given the reactants Cl[C:2]1[CH:7]=[C:6]([Cl:8])[N:5]=[N:4][C:3]=1[C:9]([O:11][CH2:12][CH3:13])=[O:10].[CH:14]([O:17][C:18]1[N:23]=[C:22]([NH2:24])[CH:21]=[CH:20][CH:19]=1)([CH3:16])[CH3:15], predict the reaction product. The product is: [Cl:8][C:6]1[N:5]=[N:4][C:3]([C:9]([O:11][CH2:12][CH3:13])=[O:10])=[C:2]([NH:24][C:22]2[CH:21]=[CH:20][CH:19]=[C:18]([O:17][CH:14]([CH3:16])[CH3:15])[N:23]=2)[CH:7]=1. (2) The product is: [C:21]([O:20][C:18]([NH:17][CH2:16][C:12]1([F:15])[CH2:11][CH2:10][NH:9][CH2:14][CH2:13]1)=[O:19])([CH3:24])([CH3:22])[CH3:23]. Given the reactants C([N:9]1[CH2:14][CH2:13][C:12]([CH2:16][NH:17][C:18]([O:20][C:21]([CH3:24])([CH3:23])[CH3:22])=[O:19])([F:15])[CH2:11][CH2:10]1)(=O)C1C=CC=CC=1.[OH-].[Na+].O, predict the reaction product. (3) Given the reactants Br[CH:2]1[C:11]2[C:6](=[N:7][C:8]([C:18]3[CH:23]=[CH:22][CH:21]=[CH:20][CH:19]=3)=[C:9]([C:12]3[CH:17]=[CH:16][CH:15]=[CH:14][CH:13]=3)[N:10]=2)[N:5]([C:24]([O:26][C:27]([CH3:30])([CH3:29])[CH3:28])=[O:25])[CH2:4][CH2:3]1.[CH3:31][NH:32][CH3:33].O, predict the reaction product. The product is: [CH3:31][N:32]([CH3:33])[CH:2]1[C:11]2[C:6](=[N:7][C:8]([C:18]3[CH:23]=[CH:22][CH:21]=[CH:20][CH:19]=3)=[C:9]([C:12]3[CH:17]=[CH:16][CH:15]=[CH:14][CH:13]=3)[N:10]=2)[N:5]([C:24]([O:26][C:27]([CH3:30])([CH3:29])[CH3:28])=[O:25])[CH2:4][CH2:3]1. (4) Given the reactants Br[C:2]1[N:6](COCC[Si](C)(C)C)[C:5]([C:15]2[CH:20]=[C:19]([C:21]([F:24])([F:23])[F:22])[CH:18]=[CH:17][C:16]=2[Cl:25])=[C:4]([C:26]#[N:27])[CH:3]=1.Cl[C:29]1[N:37]=[CH:36][N:35]=[C:34]2[C:30]=1N=C[N:33]2[CH2:38][C:39]1C=CC(OC)=CC=1, predict the reaction product. The product is: [Cl:25][C:16]1[CH:17]=[CH:18][C:19]([C:21]([F:22])([F:23])[F:24])=[CH:20][C:15]=1[C:5]1[NH:6][C:2]([C:29]2[C:30]3[CH:39]=[CH:38][NH:33][C:34]=3[N:35]=[CH:36][N:37]=2)=[CH:3][C:4]=1[C:26]#[N:27]. (5) Given the reactants Br[C:2]1[CH:3]=[N:4][N:5]2[CH:10]=[C:9]([C:11]3[CH:16]=[CH:15][CH:14]=[CH:13][CH:12]=3)[C:8]([C:17]3[CH:24]=[CH:23][C:20]([CH:21]=[O:22])=[CH:19][CH:18]=3)=[N:7][C:6]=12.[CH2:25]([Sn](CCCC)(CCCC)C=C)[CH2:26]CC.C([O-])([O-])=O.[K+].[K+], predict the reaction product. The product is: [C:11]1([C:9]2[C:8]([C:17]3[CH:24]=[CH:23][C:20]([CH:21]=[O:22])=[CH:19][CH:18]=3)=[N:7][C:6]3[N:5]([N:4]=[CH:3][C:2]=3[CH:25]=[CH2:26])[CH:10]=2)[CH:16]=[CH:15][CH:14]=[CH:13][CH:12]=1. (6) The product is: [CH2:34]([O:33][C:31]([CH:26]1[CH2:27][C:28](=[CH:15][C:16]([O:18][C:19]([CH3:20])([CH3:21])[CH3:22])=[O:17])[CH2:29][CH:25]1[CH2:23][CH3:24])=[O:32])[CH3:35]. Given the reactants CC(C)([O-])C.[Na+].C(OP([CH2:15][C:16]([O:18][C:19]([CH3:22])([CH3:21])[CH3:20])=[O:17])(OCC)=O)C.[CH2:23]([C@@H:25]1[CH2:29][C:28](=O)[CH2:27][C@@H:26]1[C:31]([O:33][CH2:34][CH3:35])=[O:32])[CH3:24].P(=O)(O)(O)O, predict the reaction product. (7) Given the reactants [CH:1](=[O:8])[C:2]1[CH:7]=[CH:6][CH:5]=[CH:4][CH:3]=1.[Li][CH3:10].[Li]CCCC.[SiH:16](Cl)([CH3:18])[CH3:17], predict the reaction product. The product is: [CH3:17][Si:16]1([CH3:18])[C:3]2[CH:4]=[CH:5][CH:6]=[CH:7][C:2]=2[CH:1]([CH3:10])[O:8]1. (8) Given the reactants [Cl:1][C:2]1[CH:7]=[C:6]([Cl:8])[CH:5]=[C:4]([Cl:9])[C:3]=1[N:10]1[C:14]2=[N:15][C:16]([CH2:20][C:21]3[CH:26]=[CH:25][C:24]([NH:27][S:28]([CH:31]=[CH2:32])(=[O:30])=[O:29])=[CH:23][CH:22]=3)=[N:17][C:18](=[O:19])[C:13]2=[C:12]([CH:33]([CH3:35])[CH3:34])[NH:11]1.[CH2:36]([NH:38][CH2:39]C)C, predict the reaction product. The product is: [Cl:1][C:2]1[CH:7]=[C:6]([Cl:8])[CH:5]=[C:4]([Cl:9])[C:3]=1[N:10]1[C:14]2=[N:15][C:16]([CH2:20][C:21]3[CH:22]=[CH:23][C:24]([NH:27][S:28]([CH:31]=[CH:32][N:38]([CH3:39])[CH3:36])(=[O:30])=[O:29])=[CH:25][CH:26]=3)=[N:17][C:18](=[O:19])[C:13]2=[C:12]([CH:33]([CH3:35])[CH3:34])[NH:11]1. (9) Given the reactants [CH:1]1[C:14]2[CH:13]([C:15]([OH:17])=[O:16])[C:12]3[C:7](=[CH:8][CH:9]=[CH:10][CH:11]=3)[O:6][C:5]=2[CH:4]=[CH:3][CH:2]=1.C(Cl)(=O)C(Cl)=O.CN(C=O)C.[CH3:29][N:30]1[CH2:34][CH2:33][C@@H:32](O)[CH2:31]1, predict the reaction product. The product is: [CH3:29][N:30]1[CH2:34][CH2:33][C@@H:32]([O:16][C:15]([CH:13]2[C:14]3[CH:1]=[CH:2][CH:3]=[CH:4][C:5]=3[O:6][C:7]3[C:12]2=[CH:11][CH:10]=[CH:9][CH:8]=3)=[O:17])[CH2:31]1.